Dataset: Retrosynthesis with 50K atom-mapped reactions and 10 reaction types from USPTO. Task: Predict the reactants needed to synthesize the given product. (1) Given the product CC(C)(C)OC(=O)Nc1cc(CO)c(C#Cc2ccccc2)cc1[N+](=O)[O-], predict the reactants needed to synthesize it. The reactants are: C#Cc1ccccc1.CC(C)(C)OC(=O)Nc1cc(CO)c(I)cc1[N+](=O)[O-]. (2) Given the product CCCCCCc1ccc(N)c(-c2ccccc2)c1, predict the reactants needed to synthesize it. The reactants are: CCCCCCc1ccc(N)c(Br)c1.OB(O)c1ccccc1. (3) Given the product Cc1ccc2ccc(O)c(C=NO)c2n1, predict the reactants needed to synthesize it. The reactants are: Cc1ccc2ccc(O)c(C=O)c2n1.NO. (4) Given the product C[C@@H](Oc1cc(NS(C)(=O)=O)nc(SCc2cccc(F)c2F)n1)[C@@H]1COC(C)(C)O1, predict the reactants needed to synthesize it. The reactants are: CS(N)(=O)=O.C[C@@H](Oc1cc(Cl)nc(SCc2cccc(F)c2F)n1)[C@@H]1COC(C)(C)O1. (5) Given the product CCOC(=O)c1cc(N)ccc1Oc1ccc(F)c(F)c1, predict the reactants needed to synthesize it. The reactants are: CCOC(=O)c1cc([N+](=O)[O-])ccc1Oc1ccc(F)c(F)c1. (6) Given the product CCc1nn(-c2cccc(/C=C/c3ccc(Cl)cc3)c2)c(CC)c1C(=O)N1CCN(CC2CCN(C)CC2)CC1, predict the reactants needed to synthesize it. The reactants are: CCc1nn(-c2cccc(/C=C/c3ccc(Cl)cc3)c2)c(CC)c1C(=O)O.CN1CCC(CN2CCNCC2)CC1. (7) Given the product O=C(NCC(=O)N1CCN(C(=O)c2c(F)cccc2C(F)(F)F)CC1)c1ccc(-c2ccccc2)cc1, predict the reactants needed to synthesize it. The reactants are: O=C(NCC(=O)N1CCNCC1)c1ccc(-c2ccccc2)cc1.O=C(O)c1c(F)cccc1C(F)(F)F. (8) Given the product COc1ccc(COC(=O)N2C[C@H](O)C[C@H]2CO)cc1, predict the reactants needed to synthesize it. The reactants are: COc1ccc(COC(=O)N2C[C@H](O)C[C@H]2C(=O)O)cc1.